This data is from TCR-epitope binding with 47,182 pairs between 192 epitopes and 23,139 TCRs. The task is: Binary Classification. Given a T-cell receptor sequence (or CDR3 region) and an epitope sequence, predict whether binding occurs between them. The epitope is HTTDPSFLGRY. The TCR CDR3 sequence is CPGFADTQYF. Result: 1 (the TCR binds to the epitope).